This data is from Forward reaction prediction with 1.9M reactions from USPTO patents (1976-2016). The task is: Predict the product of the given reaction. (1) The product is: [CH3:11][C:10]1[C:6]2[CH:5]=[CH:4][CH:31]=[CH:30][C:7]=2[S:8][C:9]=1[S:12]([NH:15][C:16]1[CH:25]=[CH:24][C:19]([C:20]([O:22][CH3:23])=[O:21])=[CH:18][C:17]=1[S:26]([CH3:29])(=[O:28])=[O:27])(=[O:13])=[O:14]. Given the reactants CO.Cl[C:4]1[CH:31]=[CH:30][C:7]2[S:8][C:9]([S:12]([NH:15][C:16]3[CH:25]=[CH:24][C:19]([C:20]([O:22][CH3:23])=[O:21])=[CH:18][C:17]=3[S:26]([CH3:29])(=[O:28])=[O:27])(=[O:14])=[O:13])=[C:10]([CH3:11])[C:6]=2[CH:5]=1, predict the reaction product. (2) The product is: [N:15]1([C:23]([C:2]2[CH:3]=[C:4]3[CH:10]=[CH:9][NH:8][C:5]3=[N:6][CH:7]=2)=[O:24])[CH2:19][CH2:18][CH2:17][CH2:16]1. Given the reactants Br[C:2]1[CH:3]=[C:4]2[CH:10]=[CH:9][N:8](S(C)(=O)=O)[C:5]2=[N:6][CH:7]=1.[NH:15]1[CH2:19][CH2:18][CH2:17][CH2:16]1.CN([CH:23]=[O:24])C, predict the reaction product. (3) Given the reactants [C:1]([C:4]1[C:5]([CH3:27])=[CH:6][C:7]([O:22][CH2:23][CH:24]2[CH2:26][CH2:25]2)=[C:8]([C:10]2[C:11]3[NH:18][CH:17]=[C:16]([C:19]([OH:21])=O)[C:12]=3[N:13]=[CH:14][N:15]=2)[CH:9]=1)(=[O:3])[CH3:2].[NH2:28][CH:29]1[CH2:34][CH2:33][N:32]([C:35](=[O:37])[CH3:36])[CH2:31][CH2:30]1, predict the reaction product. The product is: [C:35]([N:32]1[CH2:33][CH2:34][CH:29]([NH:28][C:19]([C:16]2[C:12]3[N:13]=[CH:14][N:15]=[C:10]([C:8]4[CH:9]=[C:4]([C:1](=[O:3])[CH3:2])[C:5]([CH3:27])=[CH:6][C:7]=4[O:22][CH2:23][CH:24]4[CH2:25][CH2:26]4)[C:11]=3[NH:18][CH:17]=2)=[O:21])[CH2:30][CH2:31]1)(=[O:37])[CH3:36]. (4) Given the reactants [F:1][C:2]1[CH:7]=[CH:6][C:5]([CH2:8][C:9]([N:11]=[C:12]=[S:13])=[O:10])=[CH:4][CH:3]=1.[NH2:14][C:15]1[CH:40]=[CH:39][C:18]([O:19][C:20]2[CH:25]=[CH:24][N:23]=[C:22]([NH:26][C:27]([N:29]3[CH2:34][CH2:33][CH:32]([CH2:35][N:36]([CH3:38])[CH3:37])[CH2:31][CH2:30]3)=[O:28])[CH:21]=2)=[CH:17][CH:16]=1.C12(CS(O)(=O)=O)C(C)(C)C(CC1)CC2=O, predict the reaction product. The product is: [CH3:38][N:36]([CH2:35][CH:32]1[CH2:31][CH2:30][N:29]([C:27]([NH:26][C:22]2[CH:21]=[C:20]([O:19][C:18]3[CH:17]=[CH:16][C:15]([NH:14][C:12]([NH:11][C:9](=[O:10])[CH2:8][C:5]4[CH:4]=[CH:3][C:2]([F:1])=[CH:7][CH:6]=4)=[S:13])=[CH:40][CH:39]=3)[CH:25]=[CH:24][N:23]=2)=[O:28])[CH2:34][CH2:33]1)[CH3:37]. (5) The product is: [CH3:17][O:18][C:19]1[CH:27]=[C:26]([CH3:28])[CH:25]=[CH:24][C:20]=1[C:21]1[O:14][C:13]([C:3]2[C:4]([C:7]3[CH:12]=[CH:11][CH:10]=[CH:9][CH:8]=3)=[N:5][O:6][C:2]=2[CH3:1])=[N:15][N:16]=1. Given the reactants [CH3:1][C:2]1[O:6][N:5]=[C:4]([C:7]2[CH:12]=[CH:11][CH:10]=[CH:9][CH:8]=2)[C:3]=1[C:13]([NH:15][NH2:16])=[O:14].[CH3:17][O:18][C:19]1[CH:27]=[C:26]([CH3:28])[CH:25]=[CH:24][C:20]=1[C:21](O)=O, predict the reaction product. (6) Given the reactants [CH3:1][C:2]1[CH:11]=[CH:10][CH:9]=[CH:8][C:3]=1[C:4](=[O:7])[CH2:5]Br.[C:12]([O:16][C:17](=[O:30])[NH:18][CH2:19][CH2:20][CH2:21][NH:22][C:23]([N:25]=[CH:26]N(C)C)=[S:24])([CH3:15])([CH3:14])[CH3:13].CCN(CC)CC, predict the reaction product. The product is: [C:12]([O:16][C:17](=[O:30])[NH:18][CH2:19][CH2:20][CH2:21][NH:22][C:23]1[S:24][C:5]([C:4](=[O:7])[C:3]2[CH:8]=[CH:9][CH:10]=[CH:11][C:2]=2[CH3:1])=[CH:26][N:25]=1)([CH3:13])([CH3:15])[CH3:14]. (7) Given the reactants C(N(C(C)C)C(C)C)C.[F:10][C:11]1[CH:16]=[CH:15][CH:14]=[CH:13][C:12]=1[N:17]1[C:25]2[C:20](=[C:21]([N:26]3[CH2:33][CH:32]4[CH:28]([CH2:29][NH:30][CH2:31]4)[C:27]3=[O:34])[CH:22]=[CH:23][CH:24]=2)[CH:19]=[N:18]1.[O:35]1[CH:39]=[C:38]([C:40](O)=[O:41])[N:37]=[CH:36]1.F[P-](F)(F)(F)(F)F.CN(C(N1C2C(=NC=CC=2)[N+]([O-])=N1)=[N+](C)C)C, predict the reaction product. The product is: [F:10][C:11]1[CH:16]=[CH:15][CH:14]=[CH:13][C:12]=1[N:17]1[C:25]2[C:20](=[C:21]([N:26]3[CH2:33][C@@H:32]4[C@H:28]([CH2:29][N:30]([C:40]([C:38]5[N:37]=[CH:36][O:35][CH:39]=5)=[O:41])[CH2:31]4)[C:27]3=[O:34])[CH:22]=[CH:23][CH:24]=2)[CH:19]=[N:18]1. (8) Given the reactants C([Si](C)(C)[O:6][C:7]1[CH:12]=[CH:11][C:10]([C:13]2[C:17]([C:18]3[CH:23]=[CH:22][CH:21]=[CH:20][CH:19]=3)=[C:16]([C:24]3([CH2:27][N:28]4[CH2:33][CH2:32][S:31][CH2:30][CH2:29]4)[CH2:26][CH2:25]3)[O:15][N:14]=2)=[CH:9][CH:8]=1)(C)(C)C.[ClH:36], predict the reaction product. The product is: [ClH:36].[C:18]1([C:17]2[C:13]([C:10]3[CH:11]=[CH:12][C:7]([OH:6])=[CH:8][CH:9]=3)=[N:14][O:15][C:16]=2[C:24]2([CH2:27][N:28]3[CH2:29][CH2:30][S:31][CH2:32][CH2:33]3)[CH2:26][CH2:25]2)[CH:23]=[CH:22][CH:21]=[CH:20][CH:19]=1.